Dataset: Full USPTO retrosynthesis dataset with 1.9M reactions from patents (1976-2016). Task: Predict the reactants needed to synthesize the given product. Given the product [Cl:23][C:24]1[CH:29]=[CH:28][CH:27]=[CH:26][C:25]=1[C:2]1[N:7]=[C:6]([CH3:8])[C:5]([CH:9]([CH2:14][CH2:15][CH3:16])[C:10]([O:12][CH3:13])=[O:11])=[C:4]([C:17]2[CH:22]=[CH:21][CH:20]=[CH:19][CH:18]=2)[N:3]=1, predict the reactants needed to synthesize it. The reactants are: Cl[C:2]1[N:7]=[C:6]([CH3:8])[C:5]([CH:9]([CH2:14][CH2:15][CH3:16])[C:10]([O:12][CH3:13])=[O:11])=[C:4]([C:17]2[CH:22]=[CH:21][CH:20]=[CH:19][CH:18]=2)[N:3]=1.[Cl:23][C:24]1[CH:29]=[CH:28][CH:27]=[CH:26][C:25]=1B(O)O.C(N(CC)C(C)C)(C)C.